From a dataset of Retrosynthesis with 50K atom-mapped reactions and 10 reaction types from USPTO. Predict the reactants needed to synthesize the given product. (1) Given the product CC(=O)Nc1ccc(C=C(C(=O)C2CC2)C(=O)C2CC2)cc1, predict the reactants needed to synthesize it. The reactants are: CC(=O)Nc1ccc(C=O)cc1.O=C(CC(=O)C1CC1)C1CC1. (2) Given the product O=C(CN1C(=O)CC1S(=O)Cc1ccccc1)NCCCCCCc1ccccc1, predict the reactants needed to synthesize it. The reactants are: O=C(CN1C(=O)CC1SCc1ccccc1)NCCCCCCc1ccccc1.O=S([O-])[O-]. (3) Given the product CC(C)(O)Cc1cccc(Cn2cc(-c3nc(-c4ccc(OC(F)(F)F)cc4)no3)ccc2=O)c1, predict the reactants needed to synthesize it. The reactants are: CC(C)(O)Cc1cccc(COS(C)(=O)=O)c1.O=c1ccc(-c2nc(-c3ccc(OC(F)(F)F)cc3)no2)c[nH]1. (4) Given the product Nc1cnc(-c2ccccc2)cn1, predict the reactants needed to synthesize it. The reactants are: Nc1ncc(-c2ccccc2)nc1Br. (5) The reactants are: CC(C)(C)CC1NC(C(=O)O)C(c2cccc(Cl)c2F)C12C(=O)Nc1cc(Cl)ccc12.COC(=O)c1cccc(N)c1. Given the product COC(=O)c1cccc(NC(=O)[C@H]2N[C@@H](CC(C)(C)C)[C@@]3(C(=O)Nc4cc(Cl)ccc43)[C@H]2c2cccc(Cl)c2F)c1, predict the reactants needed to synthesize it. (6) Given the product CCOC(=O)c1cnc(N)c2c(COc3cccc(NS(=O)(=O)c4ccc(Cl)cc4)c3)csc12, predict the reactants needed to synthesize it. The reactants are: CCOC(=O)c1cnc(Cl)c2c(COc3cccc(NS(=O)(=O)c4ccc(Cl)cc4)c3)csc12.N. (7) Given the product CNC(=O)c1cc(-c2nn(C3CCCC3)c3ccnc(OC)c23)cs1, predict the reactants needed to synthesize it. The reactants are: CN.COc1nccc2c1c(-c1csc(C(=O)O)c1)nn2C1CCCC1. (8) Given the product O=Cc1cc(-c2ccc(F)cc2Cl)ccc1OC(F)(F)F, predict the reactants needed to synthesize it. The reactants are: O=Cc1cc(Br)ccc1OC(F)(F)F.OB(O)c1ccc(F)cc1Cl.